This data is from NCI-60 drug combinations with 297,098 pairs across 59 cell lines. The task is: Regression. Given two drug SMILES strings and cell line genomic features, predict the synergy score measuring deviation from expected non-interaction effect. (1) Cell line: TK-10. Drug 2: COC1=CC(=CC(=C1O)OC)C2C3C(COC3=O)C(C4=CC5=C(C=C24)OCO5)OC6C(C(C7C(O6)COC(O7)C8=CC=CS8)O)O. Drug 1: CC1=C(C=C(C=C1)NC2=NC=CC(=N2)N(C)C3=CC4=NN(C(=C4C=C3)C)C)S(=O)(=O)N.Cl. Synergy scores: CSS=16.1, Synergy_ZIP=-6.58, Synergy_Bliss=-2.06, Synergy_Loewe=-19.5, Synergy_HSA=-2.21. (2) Drug 1: CNC(=O)C1=CC=CC=C1SC2=CC3=C(C=C2)C(=NN3)C=CC4=CC=CC=N4. Drug 2: C1C(C(OC1N2C=NC3=C2NC=NCC3O)CO)O. Cell line: MALME-3M. Synergy scores: CSS=6.68, Synergy_ZIP=-0.377, Synergy_Bliss=6.35, Synergy_Loewe=4.27, Synergy_HSA=5.10. (3) Drug 1: CN1C2=C(C=C(C=C2)N(CCCl)CCCl)N=C1CCCC(=O)O.Cl. Drug 2: C(CCl)NC(=O)N(CCCl)N=O. Cell line: NCI/ADR-RES. Synergy scores: CSS=-1.76, Synergy_ZIP=3.70, Synergy_Bliss=5.01, Synergy_Loewe=-4.98, Synergy_HSA=-3.73. (4) Drug 1: C1CC(C1)(C(=O)O)C(=O)O.[NH2-].[NH2-].[Pt+2]. Drug 2: CC1C(C(CC(O1)OC2CC(CC3=C2C(=C4C(=C3O)C(=O)C5=CC=CC=C5C4=O)O)(C(=O)C)O)N)O. Cell line: SF-295. Synergy scores: CSS=56.2, Synergy_ZIP=-5.37, Synergy_Bliss=-2.88, Synergy_Loewe=0.298, Synergy_HSA=2.10.